This data is from Reaction yield outcomes from USPTO patents with 853,638 reactions. The task is: Predict the reaction yield, written as a fraction of the theoretical maximum amount of product (1.0 means a 100% yield; for example, 0.34 means a 34% yield). (1) The reactants are [CH2:1]([C:3]1[CH:4]=[CH:5][C:6]([CH:9]=[CH2:10])=[N:7][CH:8]=1)[CH3:2].BrN1C(=[O:17])CCC1=O.C([O-])([O-])=O.[K+].[K+].[OH:25][C:26]1[CH:33]=[CH:32][C:29]([CH:30]=[O:31])=[CH:28][CH:27]=1. The catalyst is C(O)(C)(C)C. The product is [CH2:1]([C:3]1[CH:4]=[CH:5][C:6]([CH:9]([OH:17])[CH2:10][O:25][C:26]2[CH:33]=[CH:32][C:29]([CH:30]=[O:31])=[CH:28][CH:27]=2)=[N:7][CH:8]=1)[CH3:2]. The yield is 0.790. (2) The reactants are [F:1][C:2]1[CH:7]=[CH:6][C:5]([OH:8])=[CH:4][CH:3]=1.[H-].[Na+].[N:11]1[C:18]([Cl:19])=[N:17][C:15](Cl)=[N:14][C:12]=1[Cl:13].[NH4+].[Cl-]. The catalyst is O1CCCC1. The product is [Cl:13][C:12]1[N:11]=[C:18]([Cl:19])[N:17]=[C:15]([O:8][C:5]2[CH:6]=[CH:7][C:2]([F:1])=[CH:3][CH:4]=2)[N:14]=1. The yield is 0.580. (3) The reactants are C([N:8]1[CH2:13][CH2:12][C@@H:11]2[O:14][CH2:15][C:16]3[C:17]([Cl:23])=[C:18]([Cl:22])[CH:19]=[CH:20][C:21]=3[C@H:10]2[CH2:9]1)C1C=CC=CC=1.ClC(OC(Cl)C)=O.CO. The catalyst is C1(C)C=CC=CC=1. The product is [Cl:23][C:17]1[C:16]2[CH2:15][O:14][C@H:11]3[CH2:12][CH2:13][NH:8][CH2:9][C@@H:10]3[C:21]=2[CH:20]=[CH:19][C:18]=1[Cl:22]. The yield is 0.540. (4) The reactants are [NH2:1][C:2]1[CH:7]=[C:6]([C:8]([F:11])([F:10])[F:9])[CH:5]=[CH:4][C:3]=1[S:12]([NH:15][C:16]1[CH:17]=[CH:18][CH:19]=[C:20]2[C:25]=1[N:24]=[CH:23][CH:22]=[CH:21]2)(=[O:14])=[O:13].[F:26][C:27]([F:38])([F:37])[C:28](O[C:28](=[O:29])[C:27]([F:38])([F:37])[F:26])=[O:29].CCN(C(C)C)C(C)C. No catalyst specified. The product is [F:26][C:27]([F:38])([F:37])[C:28]([NH:1][C:2]1[CH:7]=[C:6]([C:8]([F:9])([F:11])[F:10])[CH:5]=[CH:4][C:3]=1[S:12](=[O:13])(=[O:14])[NH:15][C:16]1[CH:17]=[CH:18][CH:19]=[C:20]2[C:25]=1[N:24]=[CH:23][CH:22]=[CH:21]2)=[O:29]. The yield is 0.410. (5) The reactants are [N:1]1[C:10]2[C:5](=[CH:6][CH:7]=[CH:8][C:9]=2[O:11][C@H:12]([CH3:17])[C:13]([O:15]C)=O)[CH:4]=[CH:3][CH:2]=1.[NH2:18][CH2:19][C@@H:20]([OH:32])[CH2:21][N:22]1[CH2:31][CH2:30][C:29]2[C:24](=[CH:25][CH:26]=[CH:27][CH:28]=2)[CH2:23]1. The catalyst is CCO. The product is [CH2:23]1[C:24]2[C:29](=[CH:28][CH:27]=[CH:26][CH:25]=2)[CH2:30][CH2:31][N:22]1[CH2:21][C@@H:20]([OH:32])[CH2:19][NH:18][C:13](=[O:15])[C@H:12]([O:11][C:9]1[CH:8]=[CH:7][CH:6]=[C:5]2[C:10]=1[N:1]=[CH:2][CH:3]=[CH:4]2)[CH3:17]. The yield is 0.510. (6) The reactants are Cl[CH2:2][CH2:3][C:4]([F:7])([F:6])[F:5].[Cl:8][SiH:9]([Cl:11])[Cl:10]. The catalyst is [Cl-].C([P+](CCCC)(CCCC)CCCC)CCC. The product is [F:5][C:4]([F:7])([F:6])[CH2:3][CH2:2][Si:9]([Cl:11])([Cl:10])[Cl:8]. The yield is 0.800. (7) The reactants are [Cl-].[Cl:2][C:3]1[CH:10]=[CH:9][CH:8]=[CH:7][C:4]=1[CH2:5][Zn+].C1COCC1.[O:16]1[C:20]2[CH:21]=[CH:22][C:23]([C:25]3([C:28]([NH:30][C:31]4[CH:36]=[N:35][C:34](Br)=[CH:33][N:32]=4)=[O:29])[CH2:27][CH2:26]3)=[CH:24][C:19]=2[O:18][CH2:17]1. The catalyst is C1C=CC(P(C2C=CC=CC=2)[C-]2C=CC=C2)=CC=1.C1C=CC(P(C2C=CC=CC=2)[C-]2C=CC=C2)=CC=1.Cl[Pd]Cl.[Fe+2]. The product is [O:16]1[C:20]2[CH:21]=[CH:22][C:23]([C:25]3([C:28]([NH:30][C:31]4[CH:36]=[N:35][C:34]([CH2:5][C:4]5[CH:7]=[CH:8][CH:9]=[CH:10][C:3]=5[Cl:2])=[CH:33][N:32]=4)=[O:29])[CH2:27][CH2:26]3)=[CH:24][C:19]=2[O:18][CH2:17]1. The yield is 0.390.